Task: Regression. Given a peptide amino acid sequence and an MHC pseudo amino acid sequence, predict their binding affinity value. This is MHC class I binding data.. Dataset: Peptide-MHC class I binding affinity with 185,985 pairs from IEDB/IMGT (1) The peptide sequence is KFRRFTQAI. The MHC is HLA-B58:01 with pseudo-sequence HLA-B58:01. The binding affinity (normalized) is 0.0847. (2) The peptide sequence is YQRALHTSI. The MHC is HLA-C04:01 with pseudo-sequence HLA-C04:01. The binding affinity (normalized) is 0.213. (3) The peptide sequence is LVYIFEPEK. The MHC is HLA-A68:01 with pseudo-sequence HLA-A68:01. The binding affinity (normalized) is 0.550. (4) The peptide sequence is ETINEEAADW. The MHC is HLA-B15:01 with pseudo-sequence HLA-B15:01. The binding affinity (normalized) is 0. (5) The peptide sequence is SAFNKKTFDH. The MHC is HLA-A68:01 with pseudo-sequence HLA-A68:01. The binding affinity (normalized) is 0.178. (6) The peptide sequence is LIMEFNSLL. The MHC is HLA-A24:03 with pseudo-sequence HLA-A24:03. The binding affinity (normalized) is 0.0847. (7) The binding affinity (normalized) is 0. The MHC is Mamu-A01 with pseudo-sequence Mamu-A01. The peptide sequence is KTSRPTAPSSG. (8) The peptide sequence is ISLWGSLLK. The MHC is HLA-B18:01 with pseudo-sequence HLA-B18:01. The binding affinity (normalized) is 0.0847. (9) The MHC is H-2-Db with pseudo-sequence H-2-Db. The peptide sequence is FQDQNGQFI. The binding affinity (normalized) is 0.420.